From a dataset of Full USPTO retrosynthesis dataset with 1.9M reactions from patents (1976-2016). Predict the reactants needed to synthesize the given product. The reactants are: [NH2:1][C@@H:2]1[CH2:7][CH2:6][C@H:5]([N:8]2[C:13](=[O:14])[C:12]3[CH:15]=[C:16]([F:19])[CH:17]=[N:18][C:11]=3[N:10]([C:20]3[CH:21]=[C:22]([C:26]4[CH:31]=[CH:30][CH:29]=[CH:28][CH:27]=4)[CH:23]=[CH:24][CH:25]=3)[C:9]2=[O:32])[CH2:4][CH2:3]1.CCN(C(C)C)C(C)C.[C:42](Cl)(=[O:44])[CH3:43]. Given the product [C:22]1([C:26]2[CH:31]=[CH:30][CH:29]=[CH:28][CH:27]=2)[CH:23]=[CH:24][CH:25]=[C:20]([N:10]2[C:11]3[N:18]=[CH:17][C:16]([F:19])=[CH:15][C:12]=3[C:13](=[O:14])[N:8]([C@@H:5]3[CH2:6][CH2:7][C@H:2]([NH:1][C:42](=[O:44])[CH3:43])[CH2:3][CH2:4]3)[C:9]2=[O:32])[CH:21]=1, predict the reactants needed to synthesize it.